From a dataset of Catalyst prediction with 721,799 reactions and 888 catalyst types from USPTO. Predict which catalyst facilitates the given reaction. Reactant: C(=O)([O-])[O-].[Na+:5].[Na+].Br.Br[C:9]1[N:10]=[C:11]([OH:17])[C:12](=[O:16])[N:13]([CH3:15])[CH:14]=1.[CH3:18][C:19]1[C:24](B2OC(C)(C)C(C)(C)O2)=[CH:23][CH:22]=[CH:21][C:20]=1[NH:34][C:35]([C:37]1[S:41][C:40]2[CH2:42][CH2:43][CH2:44][CH2:45][C:39]=2[CH:38]=1)=[O:36]. Product: [CH3:15][N:13]1[CH:14]=[C:9]([C:24]2[CH:23]=[CH:22][CH:21]=[C:20]([NH:34][C:35]([C:37]3[S:41][C:40]4[CH2:42][CH2:43][CH2:44][CH2:45][C:39]=4[CH:38]=3)=[O:36])[C:19]=2[CH3:18])[N:10]=[C:11]([O-:17])[C:12]1=[O:16].[Na+:5]. The catalyst class is: 203.